From a dataset of Catalyst prediction with 721,799 reactions and 888 catalyst types from USPTO. Predict which catalyst facilitates the given reaction. (1) Reactant: [CH3:1][NH:2][CH2:3][CH2:4][CH2:5][CH2:6][N:7]1[CH:12]([C:13]2[C:18]([CH3:19])=[CH:17][C:16]([CH3:20])=[CH:15][N:14]=2)[CH2:11][CH2:10][CH2:9][CH:8]1[C:21]1[C:26]([CH3:27])=[CH:25][C:24]([CH3:28])=[CH:23][N:22]=1.[BrH:29]. Product: [BrH:29].[CH3:1][NH:2][CH2:3][CH2:4][CH2:5][CH2:6][N:7]1[CH:12]([C:13]2[C:18]([CH3:19])=[CH:17][C:16]([CH3:20])=[CH:15][N:14]=2)[CH2:11][CH2:10][CH2:9][CH:8]1[C:21]1[C:26]([CH3:27])=[CH:25][C:24]([CH3:28])=[CH:23][N:22]=1. The catalyst class is: 5. (2) Reactant: Br[C:2]1[C:3]2[N:4]([N:21]=[CH:22][N:23]=2)[C:5]([N:8]2[CH2:13][CH2:12][N:11]([C:14]([O:16][C:17]([CH3:20])([CH3:19])[CH3:18])=[O:15])[CH2:10][CH2:9]2)=[N:6][CH:7]=1.[S:24]1[CH:28]=[CH:27][CH:26]=[C:25]1B(O)O.C([O-])([O-])=O.[Cs+].[Cs+].O1CCOCC1. The catalyst class is: 103. Product: [S:24]1[CH:28]=[CH:27][CH:26]=[C:25]1[C:2]1[C:3]2[N:4]([N:21]=[CH:22][N:23]=2)[C:5]([N:8]2[CH2:13][CH2:12][N:11]([C:14]([O:16][C:17]([CH3:20])([CH3:19])[CH3:18])=[O:15])[CH2:10][CH2:9]2)=[N:6][CH:7]=1.